From a dataset of Catalyst prediction with 721,799 reactions and 888 catalyst types from USPTO. Predict which catalyst facilitates the given reaction. (1) Product: [O:16]1[C:20]([C:21]2[CH:22]=[CH:23][C:24]([NH:27][N:28]=[CH:12][C:11]3[CH:14]=[CH:15][C:8]([N:5]4[CH2:6][CH2:7][N:2]([CH3:1])[CH2:3][CH2:4]4)=[CH:9][CH:10]=3)=[CH:25][CH:26]=2)=[CH:19][N:18]=[CH:17]1. Reactant: [CH3:1][N:2]1[CH2:7][CH2:6][N:5]([C:8]2[CH:15]=[CH:14][C:11]([CH:12]=O)=[CH:10][CH:9]=2)[CH2:4][CH2:3]1.[O:16]1[C:20]([C:21]2[CH:26]=[CH:25][C:24]([NH:27][NH2:28])=[CH:23][CH:22]=2)=[CH:19][N:18]=[CH:17]1. The catalyst class is: 8. (2) Reactant: [F:1][C:2]1[CH:3]=[C:4]([OH:8])[CH:5]=[N:6][CH:7]=1.[N+:9]([O-])([OH:11])=[O:10]. Product: [F:1][C:2]1[CH:3]=[C:4]([OH:8])[C:5]([N+:9]([O-:11])=[O:10])=[N:6][CH:7]=1. The catalyst class is: 65. (3) Reactant: [O:1]=[C:2]1[CH2:6][CH2:5][CH:4]([C:7]([OH:9])=[O:8])[CH2:3]1.C([O-])([O-])=O.[K+].[K+].[CH2:16](Br)[C:17]1[CH:22]=[CH:21][CH:20]=[CH:19][CH:18]=1.O. Product: [O:1]=[C:2]1[CH2:6][CH2:5][CH:4]([C:7]([O:9][CH2:16][C:17]2[CH:22]=[CH:21][CH:20]=[CH:19][CH:18]=2)=[O:8])[CH2:3]1. The catalyst class is: 3. (4) Reactant: [CH:1]([C:3]1[NH:4][C:5]2[CH2:6][CH2:7][CH2:8][CH2:9][C:10]=2[C:11]=1[CH2:12][CH2:13][C:14]([OH:16])=[O:15])=O.[Cl:17][C:18]1[CH:26]=[C:25]2[C:21]([CH2:22][C:23](=[O:27])[NH:24]2)=[CH:20][CH:19]=1.N1CCCCC1.C(O)(=O)C. Product: [Cl:17][C:18]1[CH:26]=[C:25]2[C:21]([C:22](=[CH:1][C:3]3[NH:4][C:5]4[CH2:6][CH2:7][CH2:8][CH2:9][C:10]=4[C:11]=3[CH2:12][CH2:13][C:14]([OH:16])=[O:15])[C:23](=[O:27])[NH:24]2)=[CH:20][CH:19]=1. The catalyst class is: 8. (5) Reactant: [C:1]1([CH3:10])[C:2]([C:7]([OH:9])=O)=[CH:3][CH:4]=[CH:5][CH:6]=1.C(Cl)(=O)C(Cl)=O.[F:17][C:18]1[CH:38]=[CH:37][C:21]([CH2:22][NH:23][C:24]2[CH:29]=[CH:28][C:27]([NH2:30])=[C:26]([N:31]3[CH2:36][CH2:35][O:34][CH2:33][CH2:32]3)[N:25]=2)=[CH:20][CH:19]=1.N1C=CC=CC=1. Product: [F:17][C:18]1[CH:38]=[CH:37][C:21]([CH2:22][NH:23][C:24]2[N:25]=[C:26]([N:31]3[CH2:36][CH2:35][O:34][CH2:33][CH2:32]3)[C:27]([NH:30][C:7](=[O:9])[C:2]3[CH:3]=[CH:4][CH:5]=[CH:6][C:1]=3[CH3:10])=[CH:28][CH:29]=2)=[CH:20][CH:19]=1. The catalyst class is: 118.